Predict which catalyst facilitates the given reaction. From a dataset of Catalyst prediction with 721,799 reactions and 888 catalyst types from USPTO. (1) Reactant: [C:1]([NH:11][C@H:12]([C:17]([OH:19])=O)[C:13]([CH3:16])([CH3:15])[CH3:14])([O:3][CH2:4][C:5]1[CH:10]=[CH:9][CH:8]=[CH:7][CH:6]=1)=[O:2].C(N1C=CN=C1)(N1C=CN=C1)=O.C([Li])CCC.C(NC(C)C)(C)C.[C:44]([O:47][C:48]([CH3:51])([CH3:50])[CH3:49])(=[O:46])[CH3:45].N1C=CN=C1. Product: [C:48]([O:47][C:44](=[O:46])[CH2:45][C:17](=[O:19])[CH:12]([NH:11][C:1]([O:3][CH2:4][C:5]1[CH:6]=[CH:7][CH:8]=[CH:9][CH:10]=1)=[O:2])[C:13]([CH3:14])([CH3:15])[CH3:16])([CH3:51])([CH3:50])[CH3:49]. The catalyst class is: 1. (2) Reactant: C[O:2][C:3](=O)[CH2:4][C:5]1[CH:14]=[CH:13][CH:12]=[C:11]2[C:6]=1[CH:7]=[CH:8][C:9]([Cl:15])=[N:10]2.C1COCC1.[H-].[H-].[H-].[H-].[Li+].[Al+3].C(OCC)(=O)C. Product: [Cl:15][C:9]1[CH:8]=[CH:7][C:6]2[C:11](=[CH:12][CH:13]=[CH:14][C:5]=2[CH2:4][CH2:3][OH:2])[N:10]=1. The catalyst class is: 28. (3) Reactant: [NH2:1][C:2]1[C:10]([O:11][C:12]2[CH:17]=[CH:16][C:15]([CH2:18][C:19]([O:21][CH2:22][CH3:23])=[O:20])=[CH:14][C:13]=2[O:24][CH3:25])=[CH:9][CH:8]=[C:7]2[C:3]=1[CH:4]=[C:5]([CH3:27])[N:6]2[CH3:26].[Cl:28][C:29]1[CH:34]=[C:33]([Cl:35])[CH:32]=[CH:31][C:30]=1[S:36](Cl)(=[O:38])=[O:37]. Product: [Cl:28][C:29]1[CH:34]=[C:33]([Cl:35])[CH:32]=[CH:31][C:30]=1[S:36]([NH:1][C:2]1[C:10]([O:11][C:12]2[CH:17]=[CH:16][C:15]([CH2:18][C:19]([O:21][CH2:22][CH3:23])=[O:20])=[CH:14][C:13]=2[O:24][CH3:25])=[CH:9][CH:8]=[C:7]2[C:3]=1[CH:4]=[C:5]([CH3:27])[N:6]2[CH3:26])(=[O:38])=[O:37]. The catalyst class is: 17.